This data is from Forward reaction prediction with 1.9M reactions from USPTO patents (1976-2016). The task is: Predict the product of the given reaction. (1) Given the reactants [CH:1]([Mg]Br)([CH3:3])[CH3:2].[Br:6][C:7]1[CH:24]=[CH:23][C:10]([O:11][CH:12]2[CH2:17][CH2:16][CH:15]([C:18]([O:20][CH2:21][CH3:22])=[O:19])[CH2:14][CH2:13]2)=[CH:9][CH:8]=1.C(Br)C=C, predict the reaction product. The product is: [CH2:21]([O:20][C:18]([C:15]1([CH2:3][CH:1]=[CH2:2])[CH2:16][CH2:17][CH:12]([O:11][C:10]2[CH:9]=[CH:8][C:7]([Br:6])=[CH:24][CH:23]=2)[CH2:13][CH2:14]1)=[O:19])[CH3:22]. (2) Given the reactants NC1C=CC(C2C=NN(CCCO)C=2)=CC=1C(N(CC)CC)=O.[NH2:24][C:25]1[C:26]([C:40]([NH:42][CH3:43])=[O:41])=[N:27][C:28](B2OC(C)(C)C(C)(C)O2)=[CH:29][CH:30]=1.I[C:45]1[C:46]([O:54][CH3:55])=[N:47][N:48]([CH2:50][CH2:51][CH2:52][OH:53])[CH:49]=1, predict the reaction product. The product is: [NH2:24][C:25]1[C:26]([C:40]([NH:42][CH3:43])=[O:41])=[N:27][C:28]([C:45]2[C:46]([O:54][CH3:55])=[N:47][N:48]([CH2:50][CH2:51][CH2:52][OH:53])[CH:49]=2)=[CH:29][CH:30]=1. (3) Given the reactants Br[C:2]1[CH:35]=[CH:34][C:5]([CH2:6][C:7]2[N:8]([C:20]3[CH:25]=[CH:24][C:23]([N:26]4[S:30](=[O:32])(=[O:31])[NH:29][C:28](=[O:33])[CH2:27]4)=[CH:22][CH:21]=3)[CH:9]=[C:10]([C:12]3[CH:17]=[CH:16][C:15]([Cl:18])=[CH:14][C:13]=3[Cl:19])[N:11]=2)=[CH:4][CH:3]=1.[CH2:36]([CH:38]1[CH2:41][CH:40]([C:42]2[CH:47]=[CH:46][C:45](B(O)O)=[CH:44][CH:43]=2)[CH2:39]1)[CH3:37].BrC1C=CC(C2CC(=O)C2)=CC=1.BrC1C=CC=CC=1C=O, predict the reaction product. The product is: [Cl:19][C:13]1[CH:14]=[C:15]([Cl:18])[CH:16]=[CH:17][C:12]=1[C:10]1[N:11]=[C:7]([CH2:6][C:5]2[CH:34]=[CH:35][C:2]([C:45]3[CH:44]=[CH:43][C:42]([CH:40]4[CH2:41][CH:38]([CH2:36][CH3:37])[CH2:39]4)=[CH:47][CH:46]=3)=[CH:3][CH:4]=2)[N:8]([C:20]2[CH:21]=[CH:22][C:23]([N:26]3[S:30](=[O:32])(=[O:31])[NH:29][C:28](=[O:33])[CH2:27]3)=[CH:24][CH:25]=2)[CH:9]=1.